Predict the reaction yield, written as a fraction of the theoretical maximum amount of product (1.0 means a 100% yield; for example, 0.34 means a 34% yield). From a dataset of Reaction yield outcomes from USPTO patents with 853,638 reactions. (1) The catalyst is O1CCCC1. The product is [CH3:1][O:2][C:3]1[CH:4]=[C:5]2[C:6](=[CH:12][CH:13]=1)[CH2:7][NH:9][CH2:10]2. The reactants are [CH3:1][O:2][C:3]1[CH:4]=[C:5]2[C:10](=O)[NH:9][C:7](=O)[C:6]2=[CH:12][CH:13]=1.B.CO.Cl. The yield is 0.470. (2) The reactants are [CH3:1][O:2][C:3]([CH:5]([CH:12]1[NH:17][CH2:16][CH2:15][CH2:14][CH2:13]1)[C:6]1[CH:7]=[CH:8][CH:9]=[CH:10][CH:11]=1)=[O:4].Cl.[OH-].[NH4+]. The catalyst is O. The product is [CH3:1][O:2][C:3]([CH:5]([CH:12]1[NH:17][CH2:16][CH2:15][CH2:14][CH2:13]1)[C:6]1[CH:11]=[CH:10][CH:9]=[CH:8][CH:7]=1)=[O:4]. The yield is 0.950.